From a dataset of Reaction yield outcomes from USPTO patents with 853,638 reactions. Predict the reaction yield, written as a fraction of the theoretical maximum amount of product (1.0 means a 100% yield; for example, 0.34 means a 34% yield). (1) The reactants are [N+:1]([C:4]1[CH:5]=[C:6]([CH:18]=[CH:19][CH:20]=1)[CH2:7][P:8](=[O:17])([O:13][CH:14]([CH3:16])[CH3:15])[O:9][CH:10]([CH3:12])[CH3:11])([O-])=O.Cl[C:22]1[N:27]=[C:26]([NH:28][CH2:29][C:30]2[C:31]([N:36]([CH3:41])[S:37]([CH3:40])(=[O:39])=[O:38])=[N:32][CH:33]=[CH:34][CH:35]=2)[C:25]([C:42]([F:45])([F:44])[F:43])=[CH:24][N:23]=1.[C:46]([OH:52])([C:48]([F:51])([F:50])[F:49])=[O:47]. The catalyst is CO.[Pd]. The product is [F:49][C:48]([F:51])([F:50])[C:46]([OH:52])=[O:47].[CH3:41][N:36]([S:37]([CH3:40])(=[O:39])=[O:38])[C:31]1[C:30]([CH2:29][NH:28][C:26]2[C:25]([C:42]([F:45])([F:43])[F:44])=[CH:24][N:23]=[C:22]([NH:1][C:4]3[CH:5]=[C:6]([CH:18]=[CH:19][CH:20]=3)[CH2:7][P:8](=[O:17])([O:13][CH:14]([CH3:16])[CH3:15])[O:9][CH:10]([CH3:12])[CH3:11])[N:27]=2)=[CH:35][CH:34]=[CH:33][N:32]=1. The yield is 0.340. (2) The reactants are [C:1]([N:20]1[CH2:25][CH2:24][C:23]2[CH:26]=[CH:27][S:28][C:22]=2[CH2:21]1)([C:14]1[CH:19]=[CH:18][CH:17]=[CH:16][CH:15]=1)([C:8]1[CH:13]=[CH:12][CH:11]=[CH:10][CH:9]=1)[C:2]1[CH:7]=[CH:6][CH:5]=[CH:4][CH:3]=1.C([Li])CCC.B(OCCCC)(OCCCC)[O:35]CCCC.OO. The catalyst is C1COCC1.O. The product is [C:1]([N:20]1[CH2:25][CH2:24][C:23]2=[CH:26][C:27](=[O:35])[S:28][CH:22]2[CH2:21]1)([C:14]1[CH:19]=[CH:18][CH:17]=[CH:16][CH:15]=1)([C:2]1[CH:7]=[CH:6][CH:5]=[CH:4][CH:3]=1)[C:8]1[CH:13]=[CH:12][CH:11]=[CH:10][CH:9]=1. The yield is 0.890. (3) The reactants are [O:1]=[C:2]1[C:10]2([CH2:14][O:13][C:12]3[CH:15]=[C:16]4[C:20](=[CH:21][C:11]2=3)[CH2:19][CH2:18][O:17]4)[C:9]2[C:4](=[CH:5][CH:6]=[CH:7][CH:8]=2)[N:3]1[CH2:22][C:23](O)=[O:24].N.O1CCOCC1.F[P-](F)(F)(F)(F)F.[N:40]1(OC(N(C)C)=[N+](C)C)C2N=CC=CC=2N=N1. The catalyst is C(#N)C.C(N(CC)CC)C. The product is [O:1]=[C:2]1[C:10]2([CH2:14][O:13][C:12]3[CH:15]=[C:16]4[C:20](=[CH:21][C:11]2=3)[CH2:19][CH2:18][O:17]4)[C:9]2[C:4](=[CH:5][CH:6]=[CH:7][CH:8]=2)[N:3]1[CH2:22][C:23]([NH2:40])=[O:24]. The yield is 0.230. (4) The reactants are [CH:1]1[C:10]2[C:5](=[CH:6][CH:7]=[CH:8][CH:9]=2)[CH:4]=[C:3]([C:11]2[NH:15][C:14]3[CH:16]=[CH:17][CH:18]=[C:19]([C:20](O)=[O:21])[C:13]=3[N:12]=2)[N:2]=1.CN(C(ON1N=NC2C=CC=CC1=2)=[N+](C)C)C.F[P-](F)(F)(F)(F)F.Cl.[NH2:48][CH:49]([CH2:58][C:59]1[CH:64]=[C:63]([F:65])[CH:62]=[C:61]([F:66])[CH:60]=1)[C:50]([NH:52][C:53]1[NH:54][CH:55]=[CH:56][N:57]=1)=[O:51]. No catalyst specified. The product is [F:65][C:63]1[CH:64]=[C:59]([CH2:58][CH:49]([NH:48][C:20]([C:19]2[C:13]3[N:12]=[C:11]([C:3]4[N:2]=[CH:1][C:10]5[C:5]([CH:4]=4)=[CH:6][CH:7]=[CH:8][CH:9]=5)[NH:15][C:14]=3[CH:16]=[CH:17][CH:18]=2)=[O:21])[C:50](=[O:51])[NH:52][C:53]2[NH:54][CH:55]=[CH:56][N:57]=2)[CH:60]=[C:61]([F:66])[CH:62]=1. The yield is 0.220. (5) The reactants are [F:1][C:2]1[C:11]2[N:10]=[C:9]([CH3:12])[CH:8]=[CH:7][C:6]=2[C:5]([OH:13])=[CH:4][CH:3]=1.N1C=CC=CC=1.[F:20][C:21]([F:34])([F:33])[S:22](O[S:22]([C:21]([F:34])([F:33])[F:20])(=[O:24])=[O:23])(=[O:24])=[O:23].O. The catalyst is ClCCl. The product is [F:20][C:21]([F:34])([F:33])[S:22]([O:13][C:5]1[CH:4]=[CH:3][C:2]([F:1])=[C:11]2[C:6]=1[CH:7]=[CH:8][C:9]([CH3:12])=[N:10]2)(=[O:24])=[O:23]. The yield is 0.740. (6) The reactants are [C:1]([O:5][C:6](=[O:41])[N:7]([CH2:9][CH2:10][N:11]([CH2:13][C:14]1[C:15]([C:25]2[CH2:30][CH2:29][C:28]([CH3:32])([CH3:31])[C@H:27]([O:33][Si:34]([C:37]([CH3:40])([CH3:39])[CH3:38])([CH3:36])[CH3:35])[CH:26]=2)=[N:16][N:17]([CH:19]2[CH2:24][CH2:23][CH2:22][CH2:21][O:20]2)[CH:18]=1)[CH3:12])[CH3:8])([CH3:4])([CH3:3])[CH3:2]. The catalyst is CCO. The product is [Si:34]([O:33][C@H:27]1[C:28]([CH3:31])([CH3:32])[CH2:29][CH2:30][CH:25]([C:15]2[C:14]([CH2:13][N:11]([CH3:12])[CH2:10][CH2:9][N:7]([CH3:8])[C:6](=[O:41])[O:5][C:1]([CH3:2])([CH3:3])[CH3:4])=[CH:18][N:17]([CH:19]3[CH2:24][CH2:23][CH2:22][CH2:21][O:20]3)[N:16]=2)[CH2:26]1)([C:37]([CH3:38])([CH3:39])[CH3:40])([CH3:36])[CH3:35]. The yield is 0.920. (7) The reactants are [Cl:1][C:2]1[CH:8]=[CH:7][C:5]([NH2:6])=[C:4]([N+:9]([O-:11])=[O:10])[CH:3]=1.[N:12]([O-])=O.[Na+].[Sn](Cl)Cl. The catalyst is Cl.O. The product is [ClH:1].[Cl:1][C:2]1[CH:8]=[CH:7][C:5]([NH:6][NH2:12])=[C:4]([N+:9]([O-:11])=[O:10])[CH:3]=1. The yield is 0.630. (8) The reactants are [Br:1][C:2]1[CH:3]=[C:4]([CH:7]=[C:8]([O:11][CH2:12][CH3:13])[C:9]=1[OH:10])[CH:5]=[O:6].[H-].[Na+].[CH2:16](Cl)[O:17][CH3:18].CCOC(C)=O. The catalyst is CN(C=O)C. The product is [Br:1][C:2]1[CH:3]=[C:4]([CH:7]=[C:8]([O:11][CH2:12][CH3:13])[C:9]=1[O:10][CH2:16][O:17][CH3:18])[CH:5]=[O:6]. The yield is 0.593. (9) The reactants are [C:1]([C:3]1[CH:4]=[C:5]([CH:13]([CH2:17][CH:18]2[CH2:22][CH2:21][CH2:20][CH2:19]2)[C:14]([OH:16])=O)[CH:6]=[CH:7][C:8]=1[S:9]([CH3:12])(=[O:11])=[O:10])#[N:2].C(N(CC)CC)C.F[P-](F)(F)(F)(F)F.N1(O[P+](N(C)C)(N(C)C)N(C)C)C2C=CC=CC=2N=N1.[NH2:57][C:58]1[S:59][C:60]2[CH:66]=[CH:65][CH:64]=[CH:63][C:61]=2[N:62]=1. The catalyst is C(Cl)Cl. The product is [S:59]1[C:60]2[CH:66]=[CH:65][CH:64]=[CH:63][C:61]=2[N:62]=[C:58]1[NH:57][C:14](=[O:16])[CH:13]([C:5]1[CH:6]=[CH:7][C:8]([S:9]([CH3:12])(=[O:10])=[O:11])=[C:3]([C:1]#[N:2])[CH:4]=1)[CH2:17][CH:18]1[CH2:22][CH2:21][CH2:20][CH2:19]1. The yield is 0.840. (10) The reactants are C1(C)C=CC(S(O)(=O)=O)=CC=1.C1C=CC=CC=1.[Cl-].[N:19]1[CH:24]=[CH:23][C:22]([N+:19]2[CH:24]=[CH:23][CH:22]=[CH:21][CH:20]=2)=[CH:21][CH:20]=1.[NH2:31][C:32]1[CH:40]=[CH:39][C:35]([C:36]([OH:38])=[O:37])=[CH:34][CH:33]=1. The catalyst is CC(O)=O.CN1CCCC1=O. The product is [N:19]1[CH:24]=[CH:23][C:22]([NH:31][C:32]2[CH:40]=[CH:39][C:35]([C:36]([OH:38])=[O:37])=[CH:34][CH:33]=2)=[CH:21][CH:20]=1. The yield is 0.320.